This data is from Reaction yield outcomes from USPTO patents with 853,638 reactions. The task is: Predict the reaction yield, written as a fraction of the theoretical maximum amount of product (1.0 means a 100% yield; for example, 0.34 means a 34% yield). (1) The reactants are [OH:1][C:2]1[CH:7]=[CH:6][C:5]([C@H:8]2[CH2:12][C:11]3([CH2:17][CH2:16][N:15](C(OC(C)(C)C)=O)[CH2:14][CH2:13]3)[O:10][CH2:9]2)=[CH:4][CH:3]=1.[F:25][C:26]1[CH:27]=[C:28]([CH:31]=[CH:32][C:33]=1[F:34])[CH2:29]Br.[ClH:35].FC1C=CC(COC2C=CC([C@H]3CC4(CCNCC4)OC3)=CC=2)=CC=1. No catalyst specified. The product is [ClH:35].[F:25][C:26]1[CH:27]=[C:28]([CH:31]=[CH:32][C:33]=1[F:34])[CH2:29][O:1][C:2]1[CH:3]=[CH:4][C:5]([C@H:8]2[CH2:12][C:11]3([CH2:13][CH2:14][NH:15][CH2:16][CH2:17]3)[O:10][CH2:9]2)=[CH:6][CH:7]=1. The yield is 0.840. (2) The reactants are [Li]CCCC.[O:6]1[CH:10]=[CH:9][CH:8]=[CH:7]1.[Cl:11][C:12]1[CH:17]=[CH:16][CH:15]=[CH:14][C:13]=1[C:18]1[N:19]([C:32]2[CH:37]=[CH:36][C:35]([Cl:38])=[CH:34][CH:33]=2)[CH:20]=[C:21]([C:23]([N:25]2[CH2:30][CH2:29][C:28](=[O:31])[CH2:27][CH2:26]2)=[O:24])[N:22]=1.[NH4+].[Cl-]. The catalyst is C1COCC1.O. The product is [Cl:11][C:12]1[CH:17]=[CH:16][CH:15]=[CH:14][C:13]=1[C:18]1[N:19]([C:32]2[CH:33]=[CH:34][C:35]([Cl:38])=[CH:36][CH:37]=2)[CH:20]=[C:21]([C:23]([N:25]2[CH2:26][CH2:27][C:28]([C:7]3[O:6][CH:10]=[CH:9][CH:8]=3)([OH:31])[CH2:29][CH2:30]2)=[O:24])[N:22]=1. The yield is 0.610.